Task: Predict the reactants needed to synthesize the given product.. Dataset: Retrosynthesis with 50K atom-mapped reactions and 10 reaction types from USPTO (1) Given the product CC(C)(C)OC(=O)NC12CC3CC(C1)CC(Nc1ncccn1)(C3)C2, predict the reactants needed to synthesize it. The reactants are: CC(C)(C)OC(=O)NC12CC3CC(C1)CC(OS(C)(=O)=O)(C3)C2.Nc1ncccn1. (2) Given the product COCc1ccc(Br)c(F)c1, predict the reactants needed to synthesize it. The reactants are: CS(=O)(=O)OCc1ccc(Br)c(F)c1. (3) Given the product Nc1ncc(Cl)nc1C(=O)N1CCCC1, predict the reactants needed to synthesize it. The reactants are: C1CCNC1.COC(=O)c1nc(Cl)cnc1N. (4) Given the product CC(=O)c1ccc2c(c1)CCCN2C(=O)OC(C)(C)C, predict the reactants needed to synthesize it. The reactants are: CC(=O)c1ccc2c(c1)CCCN2.CC(C)(C)OC(=O)OC(=O)OC(C)(C)C. (5) Given the product CCC(=O)Nc1c(C(=O)c2cc(Cl)ccc2[N+](=O)[O-])[nH]c2cc(Cl)ccc12, predict the reactants needed to synthesize it. The reactants are: CCC(=O)Cl.Nc1c(C(=O)c2cc(Cl)ccc2[N+](=O)[O-])[nH]c2cc(Cl)ccc12. (6) Given the product COC(=O)[C@H](CCOCc1ccccc1)NCCN(CCC(=O)OC(C)(C)C)C(=O)OCc1ccccc1, predict the reactants needed to synthesize it. The reactants are: CC(C)(C)OC(=O)CCN(CC=O)C(=O)OCc1ccccc1.COC(=O)[C@@H](N)CCOCc1ccccc1. (7) Given the product CC(C)(C)OC(=O)NCc1cccc(CCC(=O)O)c1, predict the reactants needed to synthesize it. The reactants are: COC(=O)CCc1cccc(CNC(=O)OC(C)(C)C)c1. (8) Given the product Fc1c(OCCNCc2cccs2)ccc2ccccc12, predict the reactants needed to synthesize it. The reactants are: O=Cc1cccs1.[NH3+]CCOc1ccc2ccccc2c1F.